From a dataset of Reaction yield outcomes from USPTO patents with 853,638 reactions. Predict the reaction yield, written as a fraction of the theoretical maximum amount of product (1.0 means a 100% yield; for example, 0.34 means a 34% yield). The reactants are [C:1]([Si:5]([CH3:15])([CH3:14])[O:6][C@H:7]1[CH2:12][NH:11][CH2:10][C@H:9]([OH:13])[CH2:8]1)([CH3:4])([CH3:3])[CH3:2].[F:16][C:17]([F:28])([F:27])[C:18](O[C:18](=[O:19])[C:17]([F:28])([F:27])[F:16])=[O:19].O. The catalyst is N1C=CC=CC=1.CCO. The product is [C:1]([Si:5]([CH3:15])([CH3:14])[O:6][CH:7]1[CH2:8][CH:9]([OH:13])[CH2:10][N:11]([C:18](=[O:19])[C:17]([F:28])([F:27])[F:16])[CH2:12]1)([CH3:4])([CH3:3])[CH3:2]. The yield is 0.950.